From a dataset of NCI-60 drug combinations with 297,098 pairs across 59 cell lines. Regression. Given two drug SMILES strings and cell line genomic features, predict the synergy score measuring deviation from expected non-interaction effect. (1) Drug 1: CC12CCC3C(C1CCC2=O)CC(=C)C4=CC(=O)C=CC34C. Drug 2: COCCOC1=C(C=C2C(=C1)C(=NC=N2)NC3=CC=CC(=C3)C#C)OCCOC.Cl. Synergy scores: CSS=47.9, Synergy_ZIP=3.24, Synergy_Bliss=5.75, Synergy_Loewe=4.93, Synergy_HSA=4.29. Cell line: SF-268. (2) Drug 1: CNC(=O)C1=CC=CC=C1SC2=CC3=C(C=C2)C(=NN3)C=CC4=CC=CC=N4. Drug 2: C1=CC=C(C(=C1)C(C2=CC=C(C=C2)Cl)C(Cl)Cl)Cl. Cell line: HS 578T. Synergy scores: CSS=4.93, Synergy_ZIP=2.83, Synergy_Bliss=5.99, Synergy_Loewe=2.50, Synergy_HSA=3.33. (3) Drug 1: CCC1=CC2CC(C3=C(CN(C2)C1)C4=CC=CC=C4N3)(C5=C(C=C6C(=C5)C78CCN9C7C(C=CC9)(C(C(C8N6C)(C(=O)OC)O)OC(=O)C)CC)OC)C(=O)OC.C(C(C(=O)O)O)(C(=O)O)O. Drug 2: C1CN(CCN1C(=O)CCBr)C(=O)CCBr. Cell line: MOLT-4. Synergy scores: CSS=94.4, Synergy_ZIP=2.54, Synergy_Bliss=2.25, Synergy_Loewe=2.77, Synergy_HSA=6.49. (4) Drug 1: C(CC(=O)O)C(=O)CN.Cl. Drug 2: CCN(CC)CCCC(C)NC1=C2C=C(C=CC2=NC3=C1C=CC(=C3)Cl)OC. Cell line: MALME-3M. Synergy scores: CSS=29.3, Synergy_ZIP=-1.30, Synergy_Bliss=4.50, Synergy_Loewe=6.58, Synergy_HSA=6.87. (5) Synergy scores: CSS=28.3, Synergy_ZIP=-1.69, Synergy_Bliss=-4.36, Synergy_Loewe=-3.05, Synergy_HSA=-3.00. Cell line: MDA-MB-435. Drug 2: CC=C1C(=O)NC(C(=O)OC2CC(=O)NC(C(=O)NC(CSSCCC=C2)C(=O)N1)C(C)C)C(C)C. Drug 1: CC1=C2C(C(=O)C3(C(CC4C(C3C(C(C2(C)C)(CC1OC(=O)C(C(C5=CC=CC=C5)NC(=O)OC(C)(C)C)O)O)OC(=O)C6=CC=CC=C6)(CO4)OC(=O)C)O)C)O.